This data is from Peptide-MHC class I binding affinity with 185,985 pairs from IEDB/IMGT. The task is: Regression. Given a peptide amino acid sequence and an MHC pseudo amino acid sequence, predict their binding affinity value. This is MHC class I binding data. (1) The peptide sequence is LPCVLWPVL. The MHC is HLA-A01:01 with pseudo-sequence HLA-A01:01. The binding affinity (normalized) is 0. (2) The peptide sequence is RLIVFPDLGV. The MHC is HLA-A68:02 with pseudo-sequence HLA-A68:02. The binding affinity (normalized) is 0.117. (3) The peptide sequence is VLLEARQAY. The MHC is HLA-A02:01 with pseudo-sequence HLA-A02:01. The binding affinity (normalized) is 0.0847. (4) The peptide sequence is IRFKDDSSF. The MHC is HLA-A80:01 with pseudo-sequence HLA-A80:01. The binding affinity (normalized) is 0.0847. (5) The peptide sequence is QAIHNVVHAII. The MHC is Mamu-A11 with pseudo-sequence Mamu-A11. The binding affinity (normalized) is 0.217. (6) The peptide sequence is MQLKIDKLT. The MHC is HLA-A02:02 with pseudo-sequence HLA-A02:02. The binding affinity (normalized) is 0.173. (7) The peptide sequence is MPYHGYHII. The MHC is HLA-B45:06 with pseudo-sequence HLA-B45:06. The binding affinity (normalized) is 0.213. (8) The peptide sequence is WLPWIPQLI. The MHC is HLA-B58:01 with pseudo-sequence HLA-B58:01. The binding affinity (normalized) is 0.0847. (9) The peptide sequence is KRQQELLRLTV. The MHC is HLA-B27:05 with pseudo-sequence HLA-B27:05. The binding affinity (normalized) is 0.573.